From a dataset of Peptide-MHC class II binding affinity with 134,281 pairs from IEDB. Regression. Given a peptide amino acid sequence and an MHC pseudo amino acid sequence, predict their binding affinity value. This is MHC class II binding data. (1) The peptide sequence is RIVVPCREQDELIGR. The MHC is DRB1_0801 with pseudo-sequence DRB1_0801. The binding affinity (normalized) is 0.276. (2) The MHC is DRB1_1301 with pseudo-sequence DRB1_1301. The binding affinity (normalized) is 0.261. The peptide sequence is TESWIVDRQWAQDLT. (3) The peptide sequence is TVAVGLHFHEMNNGG. The MHC is DRB1_1101 with pseudo-sequence DRB1_1101. The binding affinity (normalized) is 0.228.